This data is from Reaction yield outcomes from USPTO patents with 853,638 reactions. The task is: Predict the reaction yield, written as a fraction of the theoretical maximum amount of product (1.0 means a 100% yield; for example, 0.34 means a 34% yield). The reactants are Br[CH:2]1[CH2:7][CH2:6][N:5]([C:8]([O:10][C:11]([CH3:14])([CH3:13])[CH3:12])=[O:9])[CH2:4][CH2:3]1.C([O-])([O-])=O.[K+].[K+].[N:21]1[NH:22][C:23](=[O:27])[CH:24]=[CH:25][CH:26]=1.O. The catalyst is CN(C=O)C. The product is [O:27]=[C:23]1[N:22]([CH:2]2[CH2:7][CH2:6][N:5]([C:8]([O:10][C:11]([CH3:14])([CH3:13])[CH3:12])=[O:9])[CH2:4][CH2:3]2)[N:21]=[CH:26][CH:25]=[CH:24]1. The yield is 0.170.